Dataset: Forward reaction prediction with 1.9M reactions from USPTO patents (1976-2016). Task: Predict the product of the given reaction. Given the reactants [N+:1]([C:4]1[CH:9]=[CH:8][C:7]([C:10]2[CH:15]=[CH:14][CH:13]=[CH:12][C:11]=2[NH2:16])=[CH:6][CH:5]=1)([O-:3])=[O:2].[C:17](O[C:17]([O:19][C:20]([CH3:23])([CH3:22])[CH3:21])=[O:18])([O:19][C:20]([CH3:23])([CH3:22])[CH3:21])=[O:18], predict the reaction product. The product is: [C:20]([O:19][C:17](=[O:18])[NH:16][C:11]1[CH:12]=[CH:13][CH:14]=[CH:15][C:10]=1[C:7]1[CH:6]=[CH:5][C:4]([N+:1]([O-:3])=[O:2])=[CH:9][CH:8]=1)([CH3:23])([CH3:22])[CH3:21].